Dataset: Full USPTO retrosynthesis dataset with 1.9M reactions from patents (1976-2016). Task: Predict the reactants needed to synthesize the given product. (1) Given the product [Br:15][CH:10]1[C:9](=[O:14])[CH2:8][CH:7]([C:1]2[CH:2]=[CH:3][CH:4]=[CH:5][CH:6]=2)[CH2:12][C:11]1=[O:13], predict the reactants needed to synthesize it. The reactants are: [C:1]1([CH:7]2[CH2:12][C:11](=[O:13])[CH2:10][C:9](=[O:14])[CH2:8]2)[CH:6]=[CH:5][CH:4]=[CH:3][CH:2]=1.[Br:15]Br. (2) Given the product [C:10]([C:9]1[CH:18]=[CH:19][CH:20]=[CH:21][C:8]=1[S:7][CH2:6][CH:3]([CH2:1][CH3:2])[CH:4]=[O:5])(=[O:11])[C:12]1[CH:17]=[CH:16][CH:15]=[CH:14][CH:13]=1, predict the reactants needed to synthesize it. The reactants are: [CH2:1]([C:3](=[CH2:6])[CH:4]=[O:5])[CH3:2].[SH:7][C:8]1[CH:21]=[CH:20][CH:19]=[CH:18][C:9]=1[C:10]([C:12]1[CH:17]=[CH:16][CH:15]=[CH:14][CH:13]=1)=[O:11].C(N(CC)CC)C. (3) Given the product [Br:16][C:11]1[CH:12]=[C:13]([CH:14]=[C:9]([O:8][Si:5]([C:1]([CH3:2])([CH3:3])[CH3:4])([CH3:6])[CH3:7])[CH:10]=1)[CH:25]=[O:26], predict the reactants needed to synthesize it. The reactants are: [C:1]([Si:5]([O:8][C:9]1[CH:14]=[C:13](Br)[CH:12]=[C:11]([Br:16])[CH:10]=1)([CH3:7])[CH3:6])([CH3:4])([CH3:3])[CH3:2].[Li]CCCC.CN([CH:25]=[O:26])C.[Cl-].[NH4+]. (4) Given the product [C:10]([C:12]1[CH:17]=[CH:16][C:15]([C:18]2[O:22][C:21]([CH2:23][C:24]3[CH:25]=[C:26]([CH:30]=[CH:31][CH:32]=3)[C:27]([NH:48][C:46]3[S:47][C:43]4[CH2:42][C@@H:41]([N:35]5[CH2:36][CH2:37][O:38][CH2:39][CH2:40]5)[CH2:50][CH2:49][C:44]=4[N:45]=3)=[O:29])=[N:20][N:19]=2)=[CH:14][CH:13]=1)#[N:11], predict the reactants needed to synthesize it. The reactants are: C(N(CC)C(C)C)(C)C.[C:10]([C:12]1[CH:17]=[CH:16][C:15]([C:18]2[O:22][C:21]([CH2:23][C:24]3[CH:25]=[C:26]([CH:30]=[CH:31][CH:32]=3)[C:27]([OH:29])=O)=[N:20][N:19]=2)=[CH:14][CH:13]=1)#[N:11].Br.Br.[N:35]1([C@H:41]2[CH2:50][CH2:49][C:44]3[N:45]=[C:46]([NH2:48])[S:47][C:43]=3[CH2:42]2)[CH2:40][CH2:39][O:38][CH2:37][CH2:36]1.C(=O)(O)[O-].[Na+]. (5) Given the product [CH3:12][C:9]1[CH:10]=[CH:11][C:6]([O:5][CH2:4][CH2:3][CH2:2][N:22]2[CH2:27][CH2:26][O:25][CH2:24][CH2:23]2)=[CH:7][C:8]=1[N+:13]([O-:15])=[O:14], predict the reactants needed to synthesize it. The reactants are: Br[CH2:2][CH2:3][CH2:4][O:5][C:6]1[CH:11]=[CH:10][C:9]([CH3:12])=[C:8]([N+:13]([O-:15])=[O:14])[CH:7]=1.C([O-])([O-])=O.[K+].[K+].[NH:22]1[CH2:27][CH2:26][O:25][CH2:24][CH2:23]1.